This data is from Forward reaction prediction with 1.9M reactions from USPTO patents (1976-2016). The task is: Predict the product of the given reaction. Given the reactants [CH2:1]([O:3][C:4](=[O:25])[CH2:5][C:6]1[CH:11]=[CH:10][C:9]([C:12]2[CH:17]=[CH:16][C:15]([C:18]3[O:22][N:21]=[C:20]([CH3:23])[C:19]=3[NH2:24])=[CH:14][CH:13]=2)=[CH:8][CH:7]=1)[CH3:2].Br[C:27]1[CH:32]=[CH:31][CH:30]=[C:29]([C:33]2[CH:38]=[CH:37][CH:36]=[CH:35][CH:34]=2)[N:28]=1, predict the reaction product. The product is: [CH2:1]([O:3][C:4](=[O:25])[CH2:5][C:6]1[CH:7]=[CH:8][C:9]([C:12]2[CH:17]=[CH:16][C:15]([C:18]3[O:22][N:21]=[C:20]([CH3:23])[C:19]=3[NH:24][C:27]3[CH:32]=[CH:31][CH:30]=[C:29]([C:33]4[CH:34]=[CH:35][CH:36]=[CH:37][CH:38]=4)[N:28]=3)=[CH:14][CH:13]=2)=[CH:10][CH:11]=1)[CH3:2].